This data is from Experimentally validated miRNA-target interactions with 360,000+ pairs, plus equal number of negative samples. The task is: Binary Classification. Given a miRNA mature sequence and a target amino acid sequence, predict their likelihood of interaction. (1) Result: 1 (interaction). The protein sequence of the target gene is MSLVIKNLQRVVPIRRVPLRRKMDLVRSILGVKKFDLGIICVDNKTIQNINRIYRNKNVPTDVLSFSFHENLKAGEFPQPHSPDDYNLGDIFLGVEYILQHCRESEDYCDVLTVTATHGLCHLLGFTHSSKAEWQKMYNQEKLVLEELSRYTGARLQPLSRGLY. The miRNA is mmu-miR-466p-3p with sequence AUACAUACACGCACACAUAAGA. (2) The miRNA is hsa-miR-4652-3p with sequence GUUCUGUUAACCCAUCCCCUCA. The protein sequence of the target gene is MSLLLSFYLLGLLVSSGQALLQVTISLSKVELSVGESKFFTCTAIGEPESIDWYNPQGEKIISTQRVVVQKEGVRSRLTIYNANIEDAGIYRCQATDAKGQTQEATVVLEIYQKLTFREVVSPQEFKQGEDAEVVCRVSSSPAPAVSWLYHNEEVTTISDNRFAMLANNNLQILNINKSDEGIYRCEGRVEARGEIDFRDIIVIVNVPPAISMPQKSFNATAERGEEMTFSCRASGSPEPAISWFRNGKLIEENEKYILKGSNTELTVRNIINSDGGPYVCRATNKAGEDEKQAFLQVFV.... Result: 1 (interaction). (3) The miRNA is mmu-miR-590-5p with sequence GAGCUUAUUCAUAAAAGUGCAG. The protein sequence of the target gene is MNMTQARLLVAAVVGLVAILLYASIHKIEEGHLAVYYRGGALLTSPSGPGYHIMLPFITTFRSVQTTLQTDEVKNVPCGTSGGVMIYIDRIEVVNMLAPYAVFDIVRNYTADYDKTLIFNKIHHELNQFCSAHTLQEVYIELFDQIDENLKQALQKDLNTMAPGLTIQAVRVTKPKIPEAIRRNFELMEAEKTKLLIAAQKQKVVEKEAETERKRAVIEAEKIAQVAKIRFQQKVMEKETEKRISEIEDAAFLAREKAKADAEYYAAHKYATSNKHKLTPEYLELKKYQAIASNSKIYFG.... Result: 0 (no interaction).